This data is from NCI-60 drug combinations with 297,098 pairs across 59 cell lines. The task is: Regression. Given two drug SMILES strings and cell line genomic features, predict the synergy score measuring deviation from expected non-interaction effect. (1) Drug 1: CS(=O)(=O)OCCCCOS(=O)(=O)C. Drug 2: COC1=C2C(=CC3=C1OC=C3)C=CC(=O)O2. Cell line: DU-145. Synergy scores: CSS=1.22, Synergy_ZIP=-1.43, Synergy_Bliss=1.23, Synergy_Loewe=0.270, Synergy_HSA=-0.102. (2) Drug 1: CC(C1=C(C=CC(=C1Cl)F)Cl)OC2=C(N=CC(=C2)C3=CN(N=C3)C4CCNCC4)N. Drug 2: CC1C(C(CC(O1)OC2CC(OC(C2O)C)OC3=CC4=CC5=C(C(=O)C(C(C5)C(C(=O)C(C(C)O)O)OC)OC6CC(C(C(O6)C)O)OC7CC(C(C(O7)C)O)OC8CC(C(C(O8)C)O)(C)O)C(=C4C(=C3C)O)O)O)O. Cell line: UACC62. Synergy scores: CSS=14.9, Synergy_ZIP=14.4, Synergy_Bliss=18.7, Synergy_Loewe=17.9, Synergy_HSA=18.5.